From a dataset of Full USPTO retrosynthesis dataset with 1.9M reactions from patents (1976-2016). Predict the reactants needed to synthesize the given product. (1) Given the product [C:1]([O:5][C:6]([NH:8][C@@H:9]([CH2:13][CH2:14][CH2:15][CH2:16][CH2:17][CH:18]([OH:21])[CH2:19][CH3:20])[C:10]([O:12][CH3:23])=[O:11])=[O:7])([CH3:4])([CH3:3])[CH3:2], predict the reactants needed to synthesize it. The reactants are: [C:1]([O:5][C:6]([NH:8][C@@H:9]([CH2:13][CH2:14][CH2:15][CH2:16][CH2:17][C:18](=[O:21])[CH2:19][CH3:20])[C:10]([OH:12])=[O:11])=[O:7])([CH3:4])([CH3:3])[CH3:2].S(C)[CH3:23]. (2) The reactants are: [C:1]([O:5][C:6]([N:8]1[CH2:12][CH2:11][CH2:10][C@H:9]1[CH2:13][OH:14])=[O:7])([CH3:4])([CH3:3])[CH3:2].C(N(CC)CC)C.[CH3:22][S:23](Cl)(=[O:25])=[O:24]. Given the product [C:1]([O:5][C:6]([N:8]1[CH2:12][CH2:11][CH2:10][C@H:9]1[CH2:13][O:14][S:23]([CH3:22])(=[O:25])=[O:24])=[O:7])([CH3:4])([CH3:3])[CH3:2], predict the reactants needed to synthesize it. (3) Given the product [C:20]([O:24][C:25](=[O:26])[NH:27][CH2:28][CH2:29][O:1][N:2]1[C:3](=[O:12])[C:4]2[C:5](=[CH:8][CH:9]=[CH:10][CH:11]=2)[C:6]1=[O:7])([CH3:23])([CH3:22])[CH3:21], predict the reactants needed to synthesize it. The reactants are: [OH:1][N:2]1[C:6](=[O:7])[C:5]2=[CH:8][CH:9]=[CH:10][CH:11]=[C:4]2[C:3]1=[O:12].C(N(CC)CC)C.[C:20]([O:24][C:25]([NH:27][CH2:28][CH2:29]OS(C)(=O)=O)=[O:26])([CH3:23])([CH3:22])[CH3:21].